From a dataset of Peptide-MHC class I binding affinity with 185,985 pairs from IEDB/IMGT. Regression. Given a peptide amino acid sequence and an MHC pseudo amino acid sequence, predict their binding affinity value. This is MHC class I binding data. (1) The peptide sequence is LPGPQVTAVLLHEES. The MHC is HLA-B40:02 with pseudo-sequence HLA-B40:02. The binding affinity (normalized) is 0.00528. (2) The peptide sequence is LADTSLSGY. The MHC is HLA-A29:02 with pseudo-sequence HLA-A29:02. The binding affinity (normalized) is 0.383.